Dataset: NCI-60 drug combinations with 297,098 pairs across 59 cell lines. Task: Regression. Given two drug SMILES strings and cell line genomic features, predict the synergy score measuring deviation from expected non-interaction effect. (1) Drug 1: CC1C(C(CC(O1)OC2CC(CC3=C2C(=C4C(=C3O)C(=O)C5=C(C4=O)C(=CC=C5)OC)O)(C(=O)C)O)N)O.Cl. Drug 2: CC1CCC2CC(C(=CC=CC=CC(CC(C(=O)C(C(C(=CC(C(=O)CC(OC(=O)C3CCCCN3C(=O)C(=O)C1(O2)O)C(C)CC4CCC(C(C4)OC)OCCO)C)C)O)OC)C)C)C)OC. Cell line: HCT-15. Synergy scores: CSS=25.6, Synergy_ZIP=-5.99, Synergy_Bliss=5.70, Synergy_Loewe=-1.27, Synergy_HSA=6.00. (2) Drug 1: C1=NC2=C(N1)C(=S)N=C(N2)N. Drug 2: CCC1(C2=C(COC1=O)C(=O)N3CC4=CC5=C(C=CC(=C5CN(C)C)O)N=C4C3=C2)O.Cl. Cell line: SK-MEL-5. Synergy scores: CSS=37.6, Synergy_ZIP=-5.70, Synergy_Bliss=-0.231, Synergy_Loewe=-10.1, Synergy_HSA=-0.600. (3) Drug 1: C1=NC2=C(N=C(N=C2N1C3C(C(C(O3)CO)O)O)F)N. Drug 2: CC1=C(C(=CC=C1)Cl)NC(=O)C2=CN=C(S2)NC3=CC(=NC(=N3)C)N4CCN(CC4)CCO. Cell line: SK-OV-3. Synergy scores: CSS=24.7, Synergy_ZIP=-3.79, Synergy_Bliss=2.44, Synergy_Loewe=-13.3, Synergy_HSA=1.01. (4) Cell line: SNB-19. Synergy scores: CSS=37.4, Synergy_ZIP=-6.11, Synergy_Bliss=-9.59, Synergy_Loewe=-5.26, Synergy_HSA=-4.29. Drug 1: CC1=C(C=C(C=C1)NC2=NC=CC(=N2)N(C)C3=CC4=NN(C(=C4C=C3)C)C)S(=O)(=O)N.Cl. Drug 2: CC1C(C(CC(O1)OC2CC(CC3=C2C(=C4C(=C3O)C(=O)C5=C(C4=O)C(=CC=C5)OC)O)(C(=O)CO)O)N)O.Cl. (5) Drug 1: CC1CCC2CC(C(=CC=CC=CC(CC(C(=O)C(C(C(=CC(C(=O)CC(OC(=O)C3CCCCN3C(=O)C(=O)C1(O2)O)C(C)CC4CCC(C(C4)OC)OCCO)C)C)O)OC)C)C)C)OC. Drug 2: CC(C)(C#N)C1=CC(=CC(=C1)CN2C=NC=N2)C(C)(C)C#N. Cell line: MCF7. Synergy scores: CSS=-0.143, Synergy_ZIP=-1.67, Synergy_Bliss=-4.04, Synergy_Loewe=-4.19, Synergy_HSA=-4.56. (6) Drug 1: C1=CN(C=N1)CC(O)(P(=O)(O)O)P(=O)(O)O. Drug 2: C1=NC2=C(N1)C(=S)N=CN2. Cell line: HS 578T. Synergy scores: CSS=39.2, Synergy_ZIP=-3.64, Synergy_Bliss=1.78, Synergy_Loewe=-3.34, Synergy_HSA=1.67. (7) Drug 1: C1=NC2=C(N=C(N=C2N1C3C(C(C(O3)CO)O)O)F)N. Drug 2: C1=CC=C(C=C1)NC(=O)CCCCCCC(=O)NO. Cell line: SR. Synergy scores: CSS=34.3, Synergy_ZIP=5.10, Synergy_Bliss=5.20, Synergy_Loewe=-40.2, Synergy_HSA=4.11. (8) Drug 1: CCC1(CC2CC(C3=C(CCN(C2)C1)C4=CC=CC=C4N3)(C5=C(C=C6C(=C5)C78CCN9C7C(C=CC9)(C(C(C8N6C=O)(C(=O)OC)O)OC(=O)C)CC)OC)C(=O)OC)O.OS(=O)(=O)O. Drug 2: CCCCCOC(=O)NC1=NC(=O)N(C=C1F)C2C(C(C(O2)C)O)O. Cell line: OVCAR-5. Synergy scores: CSS=0.0690, Synergy_ZIP=4.84, Synergy_Bliss=0.0725, Synergy_Loewe=-18.9, Synergy_HSA=-0.929.